This data is from Full USPTO retrosynthesis dataset with 1.9M reactions from patents (1976-2016). The task is: Predict the reactants needed to synthesize the given product. (1) The reactants are: [F:1][C:2]([F:23])([F:22])[CH2:3][O:4][C:5]1[CH:10]=[CH:9][C:8]([N:11]2[CH2:15][C@@H:14]3[CH2:16][C@@:17]4([CH2:20][O:19]4)[CH2:18][N:13]3[C:12]2=[O:21])=[CH:7][CH:6]=1.[H-].[Na+].[CH2:26]([OH:30])[CH2:27][CH2:28][CH3:29]. Given the product [CH2:26]([O:30][CH2:20][C@@:17]1([OH:19])[CH2:18][N:13]2[C:12](=[O:21])[N:11]([C:8]3[CH:7]=[CH:6][C:5]([O:4][CH2:3][C:2]([F:23])([F:1])[F:22])=[CH:10][CH:9]=3)[CH2:15][C@@H:14]2[CH2:16]1)[CH2:27][CH2:28][CH3:29], predict the reactants needed to synthesize it. (2) The reactants are: N(C1N=NC(C2C=CC=CC=2)=CN=1)N.[NH:15]([C:17]1[N:18]=[N:19][C:20]([C:23]2[C:24]([CH2:28][CH2:29][CH3:30])=[N:25][NH:26][CH:27]=2)=[CH:21][N:22]=1)[NH2:16].N1C2C(=CC(CC(O)=O)=CC=2)C=CC=1.[NH:45]1[C:53]2[C:48](=[CH:49][CH:50]=[CH:51][CH:52]=2)[C:47]([CH2:54][C:55](O)=[O:56])=[CH:46]1. Given the product [CH2:28]([C:24]1[C:23]([C:20]2[N:19]=[N:18][C:17]([NH:15][NH:16][C:55](=[O:56])[CH2:54][C:47]3[C:48]4[C:53](=[CH:52][CH:51]=[CH:50][CH:49]=4)[NH:45][CH:46]=3)=[N:22][CH:21]=2)=[CH:27][NH:26][N:25]=1)[CH2:29][CH3:30], predict the reactants needed to synthesize it. (3) Given the product [NH2:13][CH2:12][CH2:11][CH2:10][CH:9]([NH:8][C:6]([C:5]1[CH:27]=[CH:28][C:2]([Cl:1])=[C:3]([NH:29][C:30]([C:32]2[C:43](=[O:44])[NH:42][C:35]3[N:36]=[C:37]([O:40][CH3:41])[N:38]=[CH:39][C:34]=3[CH:33]=2)=[O:31])[CH:4]=1)=[O:7])[C:21]1[CH:22]=[CH:23][CH:24]=[CH:25][CH:26]=1, predict the reactants needed to synthesize it. The reactants are: [Cl:1][C:2]1[CH:28]=[CH:27][C:5]([C:6]([NH:8][CH:9]([C:21]2[CH:26]=[CH:25][CH:24]=[CH:23][CH:22]=2)[CH2:10][CH2:11][CH2:12][NH:13]C(=O)OC(C)(C)C)=[O:7])=[CH:4][C:3]=1[NH:29][C:30]([C:32]1[C:43](=[O:44])[NH:42][C:35]2[N:36]=[C:37]([O:40][CH3:41])[N:38]=[CH:39][C:34]=2[CH:33]=1)=[O:31].FC(F)(F)C(O)=O. (4) Given the product [F:17][C:18]1[CH:19]=[C:20]([C@H:26]([NH:27][C:45]([C:43]2[CH:42]=[C:41]3[C:36]([CH:37]=[N:38][C:39]([NH:48][CH2:49][CH2:50][O:51][CH3:52])=[N:40]3)=[C:35]([F:34])[CH:44]=2)=[O:46])[C:28]2[CH:29]=[N:30][N:31]([CH3:33])[CH:32]=2)[CH:21]=[CH:22][C:23]=1[O:24][CH3:25], predict the reactants needed to synthesize it. The reactants are: ClC1C=CC([C@@H](C2C=CN(C)N=2)N)=CC=1F.[F:17][C:18]1[CH:19]=[C:20]([C@@H:26]([C:28]2[CH:29]=[N:30][N:31]([CH3:33])[CH:32]=2)[NH2:27])[CH:21]=[CH:22][C:23]=1[O:24][CH3:25].[F:34][C:35]1[CH:44]=[C:43]([C:45](O)=[O:46])[CH:42]=[C:41]2[C:36]=1[CH:37]=[N:38][C:39]([NH:48][CH2:49][CH2:50][O:51][CH3:52])=[N:40]2. (5) Given the product [CH:1]1([N:4]2[C:12]([CH3:13])=[C:11]3[C:6]([CH:7]=[CH:8][C:9]([N:14]4[CH:19]=[CH:18][C:17]([O:20][CH2:23][C:24]5[S:25][CH:26]=[C:27]([C:29]([F:32])([F:31])[F:30])[CH:28]=5)=[CH:16][C:15]4=[O:21])=[CH:10]3)=[N:5]2)[CH2:2][CH2:3]1, predict the reactants needed to synthesize it. The reactants are: [CH:1]1([N:4]2[C:12]([CH3:13])=[C:11]3[C:6]([CH:7]=[CH:8][C:9]([N:14]4[CH:19]=[CH:18][C:17]([OH:20])=[CH:16][C:15]4=[O:21])=[CH:10]3)=[N:5]2)[CH2:3][CH2:2]1.Cl[CH2:23][C:24]1[S:25][CH:26]=[C:27]([C:29]([F:32])([F:31])[F:30])[CH:28]=1.C(=O)([O-])[O-].[K+].[K+].